From a dataset of Forward reaction prediction with 1.9M reactions from USPTO patents (1976-2016). Predict the product of the given reaction. (1) Given the reactants F[C:2]1[CH:7]=[CH:6][C:5]([NH:8][C:9]2[N:14]=[C:13]3[N:15]([C@:28](O[SiH3])([CH3:46])[C:29](C4C=CC=CC=4)(C4C=CC=CC=4)C(C)(C)C)[C:16](=[O:27])[N:17]([C:19]4[CH:24]=[CH:23][C:22]([O:25][CH3:26])=[CH:21][CH:20]=4)[CH2:18][C:12]3=[CH:11][N:10]=2)=[CH:4][CH:3]=1.[F-:49].C([N+](CCCC)(CCCC)CCCC)CCC.[O:67]1CCCC1, predict the reaction product. The product is: [OH:67][CH2:29][C@@H:28]([N:15]1[C:13]2=[N:14][C:9]([NH:8][C:5]3[CH:4]=[CH:3][CH:2]=[CH:7][CH:6]=3)=[N:10][CH:11]=[C:12]2[CH2:18][N:17]([C:19]2[CH:20]=[CH:21][C:22]([O:25][CH3:26])=[CH:23][C:24]=2[F:49])[C:16]1=[O:27])[CH3:46]. (2) Given the reactants FC(F)(F)C(OC(=O)C(F)(F)F)=[O:4].[CH3:14][O:15][CH:16]([O:26][CH3:27])[C:17]1[CH:18]=[C:19]([Br:25])[C:20]([CH3:24])=[N+:21]([O-])[CH:22]=1.CO.C([O-])([O-])=O.[Na+].[Na+], predict the reaction product. The product is: [CH3:14][O:15][CH:16]([O:26][CH3:27])[C:17]1[CH:18]=[C:19]([Br:25])[C:20]([CH2:24][OH:4])=[N:21][CH:22]=1. (3) Given the reactants [OH:1][C:2]1[N:3]=[CH:4][C:5]2[C:10]([C:11]=1[C:12]([O:14][CH2:15][CH3:16])=[O:13])=[CH:9][CH:8]=[CH:7][CH:6]=2.[C:17]1(P(C2C=CC=CC=2)C2C=CC=CC=2)C=CC=C[CH:18]=1.C(O)C.CC(OC(/N=N/C(OC(C)C)=O)=O)C, predict the reaction product. The product is: [CH2:17]([O:1][C:2]1[N:3]=[CH:4][C:5]2[C:10]([C:11]=1[C:12]([O:14][CH2:15][CH3:16])=[O:13])=[CH:9][CH:8]=[CH:7][CH:6]=2)[CH3:18]. (4) The product is: [CH:17]1([NH:16][C:4]2[N:3]=[C:2]([C:23]#[N:24])[N:10]=[C:9]3[C:5]=2[N:6]=[CH:7][N:8]3[CH:11]2[CH2:15][CH2:14][CH2:13][CH2:12]2)[CH2:22][CH2:21][CH2:20][CH2:19][CH2:18]1. Given the reactants Cl[C:2]1[N:10]=[C:9]2[C:5]([N:6]=[CH:7][N:8]2[CH:11]2[CH2:15][CH2:14][CH2:13][CH2:12]2)=[C:4]([NH:16][CH:17]2[CH2:22][CH2:21][CH2:20][CH2:19][CH2:18]2)[N:3]=1.[C-:23]#[N:24].[Na+], predict the reaction product. (5) Given the reactants [CH3:1][N:2]([CH3:7])[S:3](Cl)(=[O:5])=[O:4].[NH2:8][C@@H:9]([CH2:14][C:15]1[CH:20]=[CH:19][C:18]([O:21][C:22]2[C:31]3[C:26](=[CH:27][N:28]=[CH:29][CH:30]=3)[CH:25]=[CH:24][N:23]=2)=[CH:17][CH:16]=1)[C:10]([O:12][CH3:13])=[O:11], predict the reaction product. The product is: [CH3:1][N:2]([CH3:7])[S:3]([NH:8][C@@H:9]([CH2:14][C:15]1[CH:16]=[CH:17][C:18]([O:21][C:22]2[C:31]3[C:26](=[CH:27][N:28]=[CH:29][CH:30]=3)[CH:25]=[CH:24][N:23]=2)=[CH:19][CH:20]=1)[C:10]([O:12][CH3:13])=[O:11])(=[O:5])=[O:4]. (6) Given the reactants Cl.O1CCOCC1.C(OC([NH:15][C:16]1[CH:45]=[CH:44][CH:43]=[CH:42][C:17]=1[O:18][CH2:19][C:20]1[C:29]([C:30]2[CH:35]=[CH:34][C:33]([F:36])=[CH:32][C:31]=2[O:37][CH3:38])=[CH:28][CH:27]=[C:26]2[C:21]=1[C:22]([CH3:41])=[CH:23][C:24]([CH3:40])([CH3:39])[NH:25]2)=O)(C)(C)C, predict the reaction product. The product is: [NH2:15][C:16]1[CH:45]=[CH:44][CH:43]=[CH:42][C:17]=1[O:18][CH2:19][C:20]1[C:29]([C:30]2[CH:35]=[CH:34][C:33]([F:36])=[CH:32][C:31]=2[O:37][CH3:38])=[CH:28][CH:27]=[C:26]2[C:21]=1[C:22]([CH3:41])=[CH:23][C:24]([CH3:40])([CH3:39])[NH:25]2. (7) Given the reactants [BH4-].[Na+].[CH2:3]([N:10]1[CH2:15][CH2:14][C:13](=[O:16])[C:12]([CH2:19][CH3:20])([CH2:17][CH3:18])[CH2:11]1)[C:4]1[CH:9]=[CH:8][CH:7]=[CH:6][CH:5]=1, predict the reaction product. The product is: [CH2:3]([N:10]1[CH2:15][CH2:14][CH:13]([OH:16])[C:12]([CH2:19][CH3:20])([CH2:17][CH3:18])[CH2:11]1)[C:4]1[CH:5]=[CH:6][CH:7]=[CH:8][CH:9]=1. (8) Given the reactants [NH2:1][C:2]1[CH:7]=[CH:6][C:5]([Cl:8])=[CH:4][C:3]=1[C:9]([C:11]1[N:16]=[CH:15][CH:14]=[CH:13][N:12]=1)=[O:10].[O:17]1[C:21]([C:22]2[CH:27]=[CH:26][C:25]([S:28](Cl)(=[O:30])=[O:29])=[CH:24][CH:23]=2)=[CH:20][N:19]=[CH:18]1, predict the reaction product. The product is: [Cl:8][C:5]1[CH:6]=[CH:7][C:2]([NH:1][S:28]([C:25]2[CH:26]=[CH:27][C:22]([C:21]3[O:17][CH:18]=[N:19][CH:20]=3)=[CH:23][CH:24]=2)(=[O:29])=[O:30])=[C:3]([C:9]([C:11]2[N:12]=[CH:13][CH:14]=[CH:15][N:16]=2)=[O:10])[CH:4]=1. (9) The product is: [CH2:11]([C:9]1[CH:10]=[C:2]2[N:3]=[C:4]([NH:14][C:15](=[O:26])[C:16]3[CH:17]=[CH:18][C:19]([C:22]([OH:25])([CH3:24])[CH3:23])=[CH:20][CH:21]=3)[CH:5]=[C:6]([N:27]3[CH2:32][CH2:31][O:30][CH2:29][CH2:28]3)[N:7]2[N:8]=1)[CH3:13]. Given the reactants Cl[C:2]1[N:7]2[N:8]=[C:9]([CH:11]3[CH2:13]C3)[CH:10]=[C:6]2[CH:5]=[C:4]([NH:14][C:15](=[O:26])[C:16]2[CH:21]=[CH:20][C:19]([C:22]([OH:25])([CH3:24])[CH3:23])=[CH:18][CH:17]=2)[N:3]=1.[NH:27]1[CH2:32][CH2:31][O:30][CH2:29][CH2:28]1, predict the reaction product.